Dataset: NCI-60 drug combinations with 297,098 pairs across 59 cell lines. Task: Regression. Given two drug SMILES strings and cell line genomic features, predict the synergy score measuring deviation from expected non-interaction effect. Drug 1: CN(C)C1=NC(=NC(=N1)N(C)C)N(C)C. Drug 2: CCC1(CC2CC(C3=C(CCN(C2)C1)C4=CC=CC=C4N3)(C5=C(C=C6C(=C5)C78CCN9C7C(C=CC9)(C(C(C8N6C=O)(C(=O)OC)O)OC(=O)C)CC)OC)C(=O)OC)O.OS(=O)(=O)O. Cell line: PC-3. Synergy scores: CSS=26.9, Synergy_ZIP=4.61, Synergy_Bliss=10.2, Synergy_Loewe=-4.59, Synergy_HSA=5.26.